The task is: Predict which catalyst facilitates the given reaction.. This data is from Catalyst prediction with 721,799 reactions and 888 catalyst types from USPTO. (1) Reactant: C(N(CC)C(C)C)(C)C.[CH3:10][O:11][CH2:12]Cl.Cl.[C:15]([N:18]1[C:22]2[CH:23]=[CH:24][C:25]([Cl:27])=[CH:26][C:21]=2[S:20][CH:19]1[C:28]1[CH:33]=[C:32]([O:34][CH3:35])[CH:31]=[CH:30][C:29]=1[O:36][CH2:37][CH2:38][CH2:39][N:40]([CH2:44][CH2:45][OH:46])[CH:41]([CH3:43])[CH3:42])(=[O:17])[CH3:16].C(=O)([O-])O.[Na+]. Product: [C:15]([N:18]1[C:22]2[CH:23]=[CH:24][C:25]([Cl:27])=[CH:26][C:21]=2[S:20][CH:19]1[C:28]1[CH:33]=[C:32]([O:34][CH3:35])[CH:31]=[CH:30][C:29]=1[O:36][CH2:37][CH2:38][CH2:39][N:40]([CH:41]([CH3:43])[CH3:42])[CH2:44][CH2:45][O:46][CH2:12][O:11][CH3:10])(=[O:17])[CH3:16]. The catalyst class is: 2. (2) Reactant: C[O:2][C:3](=[O:32])[CH:4]([O:27][C:28]([CH3:31])([CH3:30])[CH3:29])[C:5]1[N:6]([CH3:26])[C:7](=[O:25])[C:8]2[C:13]([C:14]=1[C:15]1[CH:20]=[C:19]([CH3:21])[C:18]([O:22][CH3:23])=[C:17]([CH3:24])[CH:16]=1)=[CH:12][CH:11]=[CH:10][CH:9]=2.[Li+].[OH-]. Product: [C:28]([O:27][CH:4]([C:5]1[N:6]([CH3:26])[C:7](=[O:25])[C:8]2[C:13]([C:14]=1[C:15]1[CH:20]=[C:19]([CH3:21])[C:18]([O:22][CH3:23])=[C:17]([CH3:24])[CH:16]=1)=[CH:12][CH:11]=[CH:10][CH:9]=2)[C:3]([OH:32])=[O:2])([CH3:31])([CH3:30])[CH3:29]. The catalyst class is: 1.